From a dataset of Buchwald-Hartwig C-N cross coupling reaction yields with 55,370 reactions. Predict the reaction yield, written as a fraction of the theoretical maximum amount of product (1.0 means a 100% yield; for example, 0.34 means a 34% yield). (1) The reactants are COc1ccc(Br)cc1.Cc1ccc(N)cc1.O=S(=O)(O[Pd]1c2ccccc2-c2ccccc2N~1)C(F)(F)F.COc1ccc(OC)c(P([C@]23C[C@H]4C[C@H](C[C@H](C4)C2)C3)[C@]23C[C@H]4C[C@H](C[C@H](C4)C2)C3)c1-c1c(C(C)C)cc(C(C)C)cc1C(C)C.CN1CCCN2CCCN=C12.Cc1cc(-c2ccccc2)on1. No catalyst specified. The product is COc1ccc(Nc2ccc(C)cc2)cc1. The yield is 0.413. (2) The reactants are COc1ccc(Cl)cc1.Cc1ccc(N)cc1.O=S(=O)(O[Pd]1c2ccccc2-c2ccccc2N~1)C(F)(F)F.CC(C)c1cc(C(C)C)c(-c2ccccc2P(C(C)(C)C)C(C)(C)C)c(C(C)C)c1.CN1CCCN2CCCN=C12.CCOC(=O)c1ccon1. No catalyst specified. The product is COc1ccc(Nc2ccc(C)cc2)cc1. The yield is 0.00724. (3) The reactants are COc1ccc(I)cc1.Cc1ccc(N)cc1.O=S(=O)(O[Pd]1c2ccccc2-c2ccccc2N~1)C(F)(F)F.COc1ccc(OC)c(P([C@]23C[C@H]4C[C@H](C[C@H](C4)C2)C3)[C@]23C[C@H]4C[C@H](C[C@H](C4)C2)C3)c1-c1c(C(C)C)cc(C(C)C)cc1C(C)C.CCN=P(N=P(N(C)C)(N(C)C)N(C)C)(N(C)C)N(C)C.Fc1cccc(F)c1-c1ccno1. No catalyst specified. The product is COc1ccc(Nc2ccc(C)cc2)cc1. The yield is 0.163.